This data is from Catalyst prediction with 721,799 reactions and 888 catalyst types from USPTO. The task is: Predict which catalyst facilitates the given reaction. (1) Reactant: [CH3:1][C:2]1[CH:3]=[C:4]([C:21]2[CH:22]=[C:23]([CH:43]=[CH:44][CH:45]=2)[C:24]([NH:26][CH2:27][CH2:28][O:29][CH2:30][CH2:31][O:32][CH2:33][CH2:34][NH:35]C(=O)OC(C)(C)C)=[O:25])[CH:5]=[CH:6][C:7]=1[O:8][C@@H:9]1[C@:14]([OH:16])([CH3:15])[C@@H:13]([OH:17])[C@H:12]([OH:18])[C@@H:11]([CH2:19][OH:20])[O:10]1.[C:46]([OH:52])([C:48]([F:51])([F:50])[F:49])=[O:47]. Product: [NH2:35][CH2:34][CH2:33][O:32][CH2:31][CH2:30][O:29][CH2:28][CH2:27][NH:26][C:24](=[O:25])[C:23]1[CH:43]=[CH:44][CH:45]=[C:21]([C:4]2[CH:5]=[CH:6][C:7]([O:8][C@@H:9]3[C@:14]([OH:16])([CH3:15])[C@@H:13]([OH:17])[C@H:12]([OH:18])[C@@H:11]([CH2:19][OH:20])[O:10]3)=[C:2]([CH3:1])[CH:3]=2)[CH:22]=1.[C:46]([OH:52])([C:48]([F:51])([F:50])[F:49])=[O:47]. The catalyst class is: 2. (2) Reactant: Br[C:2]1[N:6]=[C:5]([C:7]2[CH:12]=[CH:11][CH:10]=[C:9]([O:13][C:14]([F:17])([F:16])[F:15])[CH:8]=2)[N:4]([CH3:18])[C:3]=1[CH:19]=[O:20].[CH3:21][O-:22].[Na+]. Product: [CH3:21][O:22][C:2]1[N:6]=[C:5]([C:7]2[CH:12]=[CH:11][CH:10]=[C:9]([O:13][C:14]([F:17])([F:16])[F:15])[CH:8]=2)[N:4]([CH3:18])[C:3]=1[CH:19]=[O:20]. The catalyst class is: 5.